Dataset: Forward reaction prediction with 1.9M reactions from USPTO patents (1976-2016). Task: Predict the product of the given reaction. (1) Given the reactants [O:1]=[C:2]1[CH:6]=[CH:5][C:4](=[O:7])[N:3]1[CH2:8][CH2:9][O:10][CH2:11][CH2:12][O:13][CH2:14][CH2:15][O:16][CH2:17][CH2:18][C:19](=[O:29])[NH:20][NH:21]C(OC(C)(C)C)=O.[F:30][C:31]([F:36])([F:35])[C:32]([OH:34])=[O:33], predict the reaction product. The product is: [F:30][C:31]([F:36])([F:35])[C:32]([OH:34])=[O:33].[O:7]=[C:4]1[CH:5]=[CH:6][C:2](=[O:1])[N:3]1[CH2:8][CH2:9][O:10][CH2:11][CH2:12][O:13][CH2:14][CH2:15][O:16][CH2:17][CH2:18][C:19]([NH:20][NH2:21])=[O:29]. (2) Given the reactants [O:1]1[CH2:6][CH2:5][N:4]([S:7]([C:10]2[CH:15]=[CH:14][CH:13]=[CH:12][C:11]=2B(O)O)(=[O:9])=[O:8])[CH2:3][CH2:2]1.Br[C:20]1[CH:21]=[C:22]([CH:24]=[CH:25][CH:26]=1)[NH2:23].C([O-])([O-])=O.[Na+].[Na+], predict the reaction product. The product is: [N:4]1([S:7]([C:10]2[CH:15]=[CH:14][CH:13]=[CH:12][C:11]=2[C:20]2[CH:26]=[CH:25][CH:24]=[C:22]([NH2:23])[CH:21]=2)(=[O:9])=[O:8])[CH2:5][CH2:6][O:1][CH2:2][CH2:3]1.